Dataset: Reaction yield outcomes from USPTO patents with 853,638 reactions. Task: Predict the reaction yield, written as a fraction of the theoretical maximum amount of product (1.0 means a 100% yield; for example, 0.34 means a 34% yield). (1) The reactants are [CH3:1][O:2][CH2:3][CH2:4][O:5][C:6]1[CH:7]=[C:8]2[C:12](=[CH:13][CH:14]=1)[N:11](C1CCCCO1)[N:10]=[C:9]2[CH2:21][N:22]([CH3:34])[CH2:23][CH2:24][N:25](C)[C:26](=O)OC(C)(C)C.O.CC#N.[F:39][C:40]([F:45])([F:44])[C:41]([OH:43])=[O:42]. The catalyst is ClCCl. The product is [F:39][C:40]([F:45])([F:44])[C:41]([OH:43])=[O:42].[CH3:1][O:2][CH2:3][CH2:4][O:5][C:6]1[CH:7]=[C:8]2[C:12](=[CH:13][CH:14]=1)[NH:11][N:10]=[C:9]2[CH2:21][N:22]([CH3:34])[CH2:23][CH2:24][NH:25][CH3:26]. The yield is 0.700. (2) The reactants are [Cl-].[Al+3].[Cl-].[Cl-].[C:5]1([O:11][CH3:12])[CH:10]=[CH:9][CH:8]=[CH:7][CH:6]=1.[CH3:13][O:14][C:15]1[CH:16]=[C:17]([CH:21]=[C:22]([O:24][CH3:25])[CH:23]=1)[C:18](Cl)=[O:19]. The catalyst is C(Cl)Cl. The product is [CH3:13][O:14][C:15]1[CH:16]=[C:17]([C:18]([C:8]2[CH:9]=[CH:10][C:5]([O:11][CH3:12])=[CH:6][CH:7]=2)=[O:19])[CH:21]=[C:22]([O:24][CH3:25])[CH:23]=1. The yield is 0.760. (3) The yield is 0.330. The catalyst is CN(C=O)C. The product is [CH:32]1([C@@H:13]2[CH2:12][N:11]([S:8]([C:5]3[CH:6]=[N:7][C:2]([N:38]4[CH2:42][CH2:41][CH2:40][CH2:39]4)=[CH:3][CH:4]=3)(=[O:10])=[O:9])[CH2:16][C:15](=[O:17])[N:14]2[C:18]2[CH:22]=[C:21]([C:23]3[CH:28]=[CH:27][CH:26]=[CH:25][CH:24]=3)[S:20][C:19]=2[C:29]([OH:31])=[O:30])[CH2:37][CH2:36][CH2:35][CH2:34][CH2:33]1. The reactants are Cl[C:2]1[N:7]=[CH:6][C:5]([S:8]([N:11]2[CH2:16][C:15](=[O:17])[N:14]([C:18]3[CH:22]=[C:21]([C:23]4[CH:28]=[CH:27][CH:26]=[CH:25][CH:24]=4)[S:20][C:19]=3[C:29]([OH:31])=[O:30])[C@H:13]([CH:32]3[CH2:37][CH2:36][CH2:35][CH2:34][CH2:33]3)[CH2:12]2)(=[O:10])=[O:9])=[CH:4][CH:3]=1.[NH:38]1[CH2:42][CH2:41][CH2:40][CH2:39]1.CCN(CC)CC.